Dataset: Catalyst prediction with 721,799 reactions and 888 catalyst types from USPTO. Task: Predict which catalyst facilitates the given reaction. (1) Reactant: Cl.[OH:2][CH:3]1[CH2:6][NH:5][CH2:4]1.Cl[C:8]1[CH:13]=[CH:12][C:11]([N+:14]([O-:16])=[O:15])=[CH:10][N:9]=1.C(N(CC)CC)C.O. Product: [OH:2][CH:3]1[CH2:6][N:5]([C:8]2[CH:13]=[CH:12][C:11]([N+:14]([O-:16])=[O:15])=[CH:10][N:9]=2)[CH2:4]1. The catalyst class is: 42. (2) Reactant: [OH:1][C:2]1[CH:7]=[CH:6][C:5]([CH3:8])=[CH:4][C:3]=1[C:9](=O)[CH3:10].C(=O)([O-])[O-].[K+].[K+].[I-].[Na+].Cl[CH2:21][C:22]([N:24]([O:26][CH3:27])[CH3:25])=[O:23]. Product: [CH3:27][O:26][N:24]([CH3:25])[C:22]([C:21]1[O:1][C:2]2[CH:7]=[CH:6][C:5]([CH3:8])=[CH:4][C:3]=2[C:9]=1[CH3:10])=[O:23]. The catalyst class is: 9. (3) Reactant: [OH:1][CH2:2][CH2:3][C:4]1[CH:22]=[CH:21][C:7]([O:8][CH2:9][CH2:10][O:11][CH2:12][C:13]2[CH:14]=[C:15]([CH:18]=[CH:19][CH:20]=2)[C:16]#[N:17])=[CH:6][CH:5]=1.C(N(C(C)C)CC)(C)C.[CH3:32][S:33](Cl)(=[O:35])=[O:34]. Product: [CH3:32][S:33]([O:1][CH2:2][CH2:3][C:4]1[CH:5]=[CH:6][C:7]([O:8][CH2:9][CH2:10][O:11][CH2:12][C:13]2[CH:20]=[CH:19][CH:18]=[C:15]([C:16]#[N:17])[CH:14]=2)=[CH:21][CH:22]=1)(=[O:35])=[O:34]. The catalyst class is: 4. (4) The catalyst class is: 9. Product: [OH:57][CH:50]([C:51]1[CH:52]=[CH:53][CH:54]=[CH:55][CH:56]=1)[CH2:49][CH2:48][CH:45]1[C:46](=[O:47])[N:43]([C:40]2[CH:39]=[CH:38][C:37]([NH:36][C:35](=[O:66])[CH2:34][CH2:33][CH2:32][CH2:31][NH:30][C:29](=[O:67])[CH:18]([NH2:17])[CH2:19][C:20]3[CH:25]=[CH:24][C:23]([N:26]=[N+:27]=[N-:28])=[CH:22][CH:21]=3)=[CH:42][CH:41]=2)[CH:44]1[C:58]1[CH:59]=[CH:60][C:61]([O:64][CH3:65])=[CH:62][CH:63]=1. Reactant: C1C2C(COC(=O)[NH:17][CH:18]([C:29](=[O:67])[NH:30][CH2:31][CH2:32][CH2:33][CH2:34][C:35](=[O:66])[NH:36][C:37]3[CH:42]=[CH:41][C:40]([N:43]4[C:46](=[O:47])[CH:45]([CH2:48][CH2:49][CH:50]([OH:57])[C:51]5[CH:56]=[CH:55][CH:54]=[CH:53][CH:52]=5)[CH:44]4[C:58]4[CH:63]=[CH:62][C:61]([O:64][CH3:65])=[CH:60][CH:59]=4)=[CH:39][CH:38]=3)[CH2:19][C:20]3[CH:25]=[CH:24][C:23]([N:26]=[N+:27]=[N-:28])=[CH:22][CH:21]=3)C3C(=CC=CC=3)C=2C=CC=1.C(NCC)C.OC(C1C=CC=CC=1)CCC1C(=O)N(C2C=CC(NC(=O)CCCCN)=CC=2)C1C1C=CC(OC)=CC=1. (5) Reactant: [CH3:1][O:2][C:3]1[NH:11][C:10]2[C:5](=[N:6][C:7]([O:13][CH2:14][CH2:15][O:16][CH3:17])=[N:8][C:9]=2[NH2:12])[N:4]=1.C(=O)([O-])[O-].[K+].[K+].[C:24]([O:28][C:29]([N:31]1[CH2:36][CH2:35][CH:34]([CH2:37][CH2:38]OS(C)(=O)=O)[CH2:33][CH2:32]1)=[O:30])([CH3:27])([CH3:26])[CH3:25]. Product: [C:24]([O:28][C:29]([N:31]1[CH2:36][CH2:35][CH:34]([CH2:37][CH2:38][N:4]2[C:3]([O:2][CH3:1])=[N:11][C:10]3[C:5]2=[N:6][C:7]([O:13][CH2:14][CH2:15][O:16][CH3:17])=[N:8][C:9]=3[NH2:12])[CH2:33][CH2:32]1)=[O:30])([CH3:27])([CH3:26])[CH3:25]. The catalyst class is: 3. (6) Reactant: [Cl:1][C:2]1[CH:7]=[C:6]([Cl:8])[CH:5]=[CH:4][C:3]=1[CH2:9][C@@H:10]([NH:25][C:26](=[O:32])[O:27][C:28]([CH3:31])([CH3:30])[CH3:29])[C:11]([N:13]1[CH2:21][C:20]2[C:15](=[CH:16][CH:17]=[C:18]([N+:22]([O-])=O)[CH:19]=2)[CH2:14]1)=[O:12].[H][H]. Product: [NH2:22][C:18]1[CH:19]=[C:20]2[C:15](=[CH:16][CH:17]=1)[CH2:14][N:13]([C:11](=[O:12])[C@H:10]([NH:25][C:26](=[O:32])[O:27][C:28]([CH3:29])([CH3:30])[CH3:31])[CH2:9][C:3]1[CH:4]=[CH:5][C:6]([Cl:8])=[CH:7][C:2]=1[Cl:1])[CH2:21]2. The catalyst class is: 285. (7) The catalyst class is: 16. Product: [C:22]([O:26][C:27](=[O:36])[NH:28][C@H:29]([C@@H:31]1[CH2:35][CH2:34][N:33]([C:11]2[C:12]([O:14][CH:15]([F:17])[F:16])=[C:13]3[C:8]([C:7](=[O:20])[NH:6][C:5](=[O:21])[N:4]3[CH:1]3[CH2:3][CH2:2]3)=[CH:9][C:10]=2[F:19])[CH2:32]1)[CH3:30])([CH3:23])([CH3:24])[CH3:25]. Reactant: [CH:1]1([N:4]2[C:13]3[C:8](=[CH:9][C:10]([F:19])=[C:11](F)[C:12]=3[O:14][CH:15]([F:17])[F:16])[C:7](=[O:20])[NH:6][C:5]2=[O:21])[CH2:3][CH2:2]1.[C:22]([O:26][C:27](=[O:36])[NH:28][C@H:29]([C@@H:31]1[CH2:35][CH2:34][NH:33][CH2:32]1)[CH3:30])([CH3:25])([CH3:24])[CH3:23].[Cl-].[NH4+].